Dataset: Catalyst prediction with 721,799 reactions and 888 catalyst types from USPTO. Task: Predict which catalyst facilitates the given reaction. (1) Reactant: C(OC([C:6]1[CH:7]=[C:8]([C:6]2[CH:11]=[CH:10][C:9](CSCCO[C:6]3[CH:11]=[CH:10][CH:9]=[CH:8][CH:7]=3)=[CH:8][CH:7]=2)[CH:9]=[CH:10][CH:11]=1)=O)C.[CH2:29]([O:31][C:32]([C:34]1[CH:35]=[C:36]([C:40]2[CH:45]=[CH:44][CH:43]=[CH:42][C:41]=2[CH2:46][S:47][CH2:48][CH2:49][OH:50])[CH:37]=[CH:38][CH:39]=1)=[O:33])[CH3:30].C1(O)C=CC=CC=1.C1(P(C2C=CC=CC=2)C2C=CC=CC=2)C=CC=CC=1. Product: [CH2:29]([O:31][C:32]([C:34]1[CH:35]=[C:36]([C:40]2[CH:45]=[CH:44][CH:43]=[CH:42][C:41]=2[CH2:46][S:47][CH2:48][CH2:49][O:50][C:6]2[CH:7]=[CH:8][CH:9]=[CH:10][CH:11]=2)[CH:37]=[CH:38][CH:39]=1)=[O:33])[CH3:30]. The catalyst class is: 1. (2) Reactant: [NH2:1][C:2]1[N:3]=[C:4]2[CH:9]=[CH:8][C:7]([O:10][C:11]3[CH:12]=[C:13]([NH:17][C:18](=[O:29])[C:19]4[CH:24]=[CH:23][CH:22]=[C:21]([C:25]([F:28])([F:27])[F:26])[CH:20]=4)[CH:14]=[CH:15][CH:16]=3)=[N:6][N:5]2[CH:30]=1.C(N(CC)CC)C.[Cl:38][C:39]1[CH:47]=[CH:46][C:42]([C:43](Cl)=[O:44])=[CH:41][N:40]=1. Product: [Cl:38][C:39]1[CH:47]=[CH:46][C:42]([C:43]([NH:1][C:2]2[N:3]=[C:4]3[CH:9]=[CH:8][C:7]([O:10][C:11]4[CH:16]=[CH:15][CH:14]=[C:13]([NH:17][C:18](=[O:29])[C:19]5[CH:24]=[CH:23][CH:22]=[C:21]([C:25]([F:28])([F:27])[F:26])[CH:20]=5)[CH:12]=4)=[N:6][N:5]3[CH:30]=2)=[O:44])=[CH:41][N:40]=1. The catalyst class is: 7. (3) The catalyst class is: 19. Reactant: [F:1][C:2]([F:42])([F:41])[C:3]1[CH:4]=[C:5]([CH:34]=[C:35]([C:37]([F:40])([F:39])[F:38])[CH:36]=1)[C:6]([N:8]1[CH2:13][CH2:12][C@H:11]([N:14]2[CH2:19][CH2:18][N:17](CC3C=CC=CC=3)[CH2:16][CH2:15]2)[CH2:10][C@@H:9]1[CH2:27][C:28]1[CH:33]=[CH:32][CH:31]=[CH:30][CH:29]=1)=[O:7]. Product: [F:41][C:2]([F:1])([F:42])[C:3]1[CH:4]=[C:5]([CH:34]=[C:35]([C:37]([F:40])([F:38])[F:39])[CH:36]=1)[C:6]([N:8]1[CH2:13][CH2:12][CH:11]([N:14]2[CH2:15][CH2:16][NH:17][CH2:18][CH2:19]2)[CH2:10][CH:9]1[CH2:27][C:28]1[CH:33]=[CH:32][CH:31]=[CH:30][CH:29]=1)=[O:7].